The task is: Regression. Given two drug SMILES strings and cell line genomic features, predict the synergy score measuring deviation from expected non-interaction effect.. This data is from NCI-60 drug combinations with 297,098 pairs across 59 cell lines. (1) Drug 1: COC1=CC(=CC(=C1O)OC)C2C3C(COC3=O)C(C4=CC5=C(C=C24)OCO5)OC6C(C(C7C(O6)COC(O7)C8=CC=CS8)O)O. Drug 2: CC(C)CN1C=NC2=C1C3=CC=CC=C3N=C2N. Cell line: MDA-MB-435. Synergy scores: CSS=0.137, Synergy_ZIP=-0.496, Synergy_Bliss=-0.433, Synergy_Loewe=-8.05, Synergy_HSA=-3.29. (2) Drug 1: COC1=CC(=CC(=C1O)OC)C2C3C(COC3=O)C(C4=CC5=C(C=C24)OCO5)OC6C(C(C7C(O6)COC(O7)C8=CC=CS8)O)O. Drug 2: C1CCC(C(C1)N)N.C(=O)(C(=O)[O-])[O-].[Pt+4]. Cell line: BT-549. Synergy scores: CSS=24.3, Synergy_ZIP=-6.36, Synergy_Bliss=-8.19, Synergy_Loewe=-16.8, Synergy_HSA=-5.70. (3) Drug 1: CS(=O)(=O)C1=CC(=C(C=C1)C(=O)NC2=CC(=C(C=C2)Cl)C3=CC=CC=N3)Cl. Drug 2: CCC1(CC2CC(C3=C(CCN(C2)C1)C4=CC=CC=C4N3)(C5=C(C=C6C(=C5)C78CCN9C7C(C=CC9)(C(C(C8N6C)(C(=O)OC)O)OC(=O)C)CC)OC)C(=O)OC)O.OS(=O)(=O)O. Cell line: RXF 393. Synergy scores: CSS=45.4, Synergy_ZIP=0.943, Synergy_Bliss=7.18, Synergy_Loewe=7.76, Synergy_HSA=9.62. (4) Drug 1: CC1=C(C(=O)C2=C(C1=O)N3CC4C(C3(C2COC(=O)N)OC)N4)N. Drug 2: CCC1(C2=C(COC1=O)C(=O)N3CC4=CC5=C(C=CC(=C5CN(C)C)O)N=C4C3=C2)O.Cl. Cell line: NCI-H460. Synergy scores: CSS=0.273, Synergy_ZIP=-12.0, Synergy_Bliss=-23.7, Synergy_Loewe=-39.5, Synergy_HSA=-23.4. (5) Drug 1: CC1=CC2C(CCC3(C2CCC3(C(=O)C)OC(=O)C)C)C4(C1=CC(=O)CC4)C. Drug 2: CCC1(C2=C(COC1=O)C(=O)N3CC4=CC5=C(C=CC(=C5CN(C)C)O)N=C4C3=C2)O.Cl. Cell line: 786-0. Synergy scores: CSS=17.8, Synergy_ZIP=0.118, Synergy_Bliss=-0.555, Synergy_Loewe=-41.6, Synergy_HSA=-1.72. (6) Synergy scores: CSS=80.0, Synergy_ZIP=19.0, Synergy_Bliss=18.4, Synergy_Loewe=-30.3, Synergy_HSA=21.3. Cell line: OVCAR3. Drug 2: C1CC(CNC1)C2=CC=C(C=C2)N3C=C4C=CC=C(C4=N3)C(=O)N. Drug 1: CC(C)(C1=NC(=CC=C1)N2C3=NC(=NC=C3C(=O)N2CC=C)NC4=CC=C(C=C4)N5CCN(CC5)C)O. (7) Cell line: RPMI-8226. Synergy scores: CSS=17.6, Synergy_ZIP=-2.65, Synergy_Bliss=-2.81, Synergy_Loewe=11.1, Synergy_HSA=2.51. Drug 1: CC1=CC=C(C=C1)C2=CC(=NN2C3=CC=C(C=C3)S(=O)(=O)N)C(F)(F)F. Drug 2: CS(=O)(=O)OCCCCOS(=O)(=O)C.